This data is from Catalyst prediction with 721,799 reactions and 888 catalyst types from USPTO. The task is: Predict which catalyst facilitates the given reaction. (1) Reactant: [O:1]=[S:2]1(=[O:16])[CH2:7][CH2:6][CH2:5][CH2:4][N:3]1[C:8]1[CH:15]=[CH:14][CH:13]=[CH:12][C:9]=1[C:10]#[N:11].Cl.[CH3:18][NH:19][OH:20].C(=O)([O-])[O-].[Na+].[Na+]. Product: [O:1]=[S:2]1(=[O:16])[CH2:7][CH2:6][CH2:5][CH2:4][N:3]1[C:8]1[CH:15]=[CH:14][CH:13]=[CH:12][C:9]=1[C:10]([N:19]([OH:20])[CH3:18])=[NH:11]. The catalyst class is: 97. (2) Reactant: [I:1][C:2]1[CH:3]=[C:4]2[C:9](=[CH:10][CH:11]=1)[N:8]=[CH:7][C:6]([C:12]([OH:14])=O)=[C:5]2[O:15][CH3:16].Cl.[NH2:18][CH2:19][C:20](=[O:22])[CH3:21].C1C=CC2N(O)N=NC=2C=1.C(N(C(C)C)CC)(C)C.F[P-](F)(F)(F)(F)F.N1(OC(N(C)C)=[N+](C)C)C2C=CC=CC=2N=N1. Product: [O:22]=[C:20]([CH3:21])[CH2:19][NH:18][C:12]([C:6]1[CH:7]=[N:8][C:9]2[C:4]([C:5]=1[O:15][CH3:16])=[CH:3][C:2]([I:1])=[CH:11][CH:10]=2)=[O:14]. The catalyst class is: 9. (3) Reactant: [Br:1][C:2]1[CH:11]=[CH:10][C:9]2[N:8]=[CH:7][C:6]3[NH:12][C:13](=[O:26])[N:14]([C:15]4[CH:20]=[CH:19][C:18]([C:21]([CH3:25])([CH3:24])[C:22]#[N:23])=[CH:17][CH:16]=4)[C:5]=3[C:4]=2[CH:3]=1.C(N(CC)CC)C.[CH3:34][C:35]1[CH:40]=[CH:39][C:38]([S:41](Cl)(=[O:43])=[O:42])=[CH:37][CH:36]=1.O. Product: [Br:1][C:2]1[CH:11]=[CH:10][C:9]2[N:8]=[CH:7][C:6]3[N:12]([S:41]([C:38]4[CH:39]=[CH:40][C:35]([CH3:34])=[CH:36][CH:37]=4)(=[O:43])=[O:42])[C:13](=[O:26])[N:14]([C:15]4[CH:20]=[CH:19][C:18]([C:21]([CH3:24])([CH3:25])[C:22]#[N:23])=[CH:17][CH:16]=4)[C:5]=3[C:4]=2[CH:3]=1. The catalyst class is: 4. (4) Reactant: [CH3:1][NH:2][C@@H:3]1[C:8]2[CH:9]=[CH:10][CH:11]=[CH:12][C:7]=2[C@H:6]([C:13]2[CH:14]=[CH:15][C:16]([Cl:20])=[C:17]([Cl:19])[CH:18]=2)[CH2:5][CH2:4]1.C(OCC)(=O)C.[C:27]([OH:32])(=[O:31])[C:28]([OH:30])=[O:29]. Product: [CH3:1][NH:2][C@@H:3]1[C:8]2[CH:9]=[CH:10][CH:11]=[CH:12][C:7]=2[C@H:6]([C:13]2[CH:14]=[CH:15][C:16]([Cl:20])=[C:17]([Cl:19])[CH:18]=2)[CH2:5][CH2:4]1.[C:27]([O-:32])(=[O:31])[C:28]([O-:30])=[O:29]. The catalyst class is: 5.